This data is from CYP2D6 inhibition data for predicting drug metabolism from PubChem BioAssay. The task is: Regression/Classification. Given a drug SMILES string, predict its absorption, distribution, metabolism, or excretion properties. Task type varies by dataset: regression for continuous measurements (e.g., permeability, clearance, half-life) or binary classification for categorical outcomes (e.g., BBB penetration, CYP inhibition). Dataset: cyp2d6_veith. (1) The result is 0 (non-inhibitor). The drug is C=CCNC(=O)c1cc(Cl)ccc1Cl. (2) The compound is O=c1c2c(nc3c(-c4ccccc4)c[nH]n13)CCC2. The result is 0 (non-inhibitor). (3) The compound is O=C(O)C1CCCN1C(=O)OCc1ccccc1. The result is 0 (non-inhibitor). (4) The compound is Cc1cc(C)n(CC(=O)N/N=C/c2ccco2)n1. The result is 0 (non-inhibitor). (5) The compound is CCC(Sc1nc(C)cc(=O)[nH]1)C(=O)Nc1nc2c(s1)CCCC2. The result is 0 (non-inhibitor). (6) The drug is COc1ccc(-n2c(=O)c(-c3cccs3)nc3cnc(OC)nc32)cc1. The result is 0 (non-inhibitor). (7) The compound is COc1ccc(Nc2ncc3c(n2)CC(c2ccc(C)cc2)CC3=O)cc1. The result is 0 (non-inhibitor). (8) The drug is CCC[C@@H]1C[C@@]1(CCC)C(NC(=O)c1ccco1)c1ccc(Cl)cc1. The result is 1 (inhibitor).